From a dataset of Forward reaction prediction with 1.9M reactions from USPTO patents (1976-2016). Predict the product of the given reaction. Given the reactants [C:1]([C:5]1[CH:14]=[C:13]2[C:8]([C:9]([N:16]3[CH2:20][CH2:19][CH2:18][CH2:17]3)=[N:10][C:11](Cl)=[N:12]2)=[CH:7][CH:6]=1)([CH3:4])([CH3:3])[CH3:2].[Cl:21][C:22]1[CH:23]=[C:24]([CH:26]=[CH:27][CH:28]=1)[NH2:25], predict the reaction product. The product is: [C:1]([C:5]1[CH:14]=[C:13]2[C:8]([C:9]([N:16]3[CH2:17][CH2:18][CH2:19][CH2:20]3)=[N:10][C:11]([NH:25][C:24]3[CH:26]=[CH:27][CH:28]=[C:22]([Cl:21])[CH:23]=3)=[N:12]2)=[CH:7][CH:6]=1)([CH3:4])([CH3:2])[CH3:3].